The task is: Predict the reactants needed to synthesize the given product.. This data is from Full USPTO retrosynthesis dataset with 1.9M reactions from patents (1976-2016). (1) Given the product [Cl:8][C:9]1[N:14]=[C:13]([N:15]2[CH2:16][CH2:17][NH:18][CH2:19][CH2:20]2)[CH:12]=[N:11][CH:10]=1, predict the reactants needed to synthesize it. The reactants are: FC(F)(F)C(O)=O.[Cl:8][C:9]1[N:14]=[C:13]([N:15]2[CH2:20][CH2:19][N:18](C(OC(C)(C)C)=O)[CH2:17][CH2:16]2)[CH:12]=[N:11][CH:10]=1.[OH-].[Na+]. (2) Given the product [CH3:25][S:22]([O:14][CH2:13][C:11]1[N:12]=[C:8]([C:5]([O:4][CH3:3])([CH3:7])[CH3:6])[O:9][CH:10]=1)(=[O:24])=[O:23], predict the reactants needed to synthesize it. The reactants are: N#N.[CH3:3][O:4][C:5]([C:8]1[O:9][CH:10]=[C:11]([CH2:13][OH:14])[N:12]=1)([CH3:7])[CH3:6].CCN(CC)CC.[S:22](Cl)([CH3:25])(=[O:24])=[O:23]. (3) Given the product [Br:1][C:2]1[CH:3]=[C:4]([CH:5]([C:10]2[CH:15]=[CH:14][CH:13]=[CH:12][CH:11]=2)[OH:6])[CH:7]=[CH:8][CH:9]=1, predict the reactants needed to synthesize it. The reactants are: [Br:1][C:2]1[CH:3]=[C:4]([CH:7]=[CH:8][CH:9]=1)[CH:5]=[O:6].[C:10]1([Mg]Br)[CH:15]=[CH:14][CH:13]=[CH:12][CH:11]=1. (4) Given the product [NH2:13][C@H:14]([CH2:17][C:18]1[CH:23]=[CH:22][CH:21]=[CH:20][CH:19]=1)[CH2:15][OH:16].[Br:1][C:2]1[S:6][CH:5]=[C:4]([C@@H:7]2[CH2:9][C@H:8]2[C:10]([O-:12])=[O:11])[CH:3]=1, predict the reactants needed to synthesize it. The reactants are: [Br:1][C:2]1[S:6][CH:5]=[C:4]([C@@H:7]2[CH2:9][C@H:8]2[C:10]([OH:12])=[O:11])[CH:3]=1.[NH2:13][C@H:14]([CH2:17][C:18]1[CH:23]=[CH:22][CH:21]=[CH:20][CH:19]=1)[CH2:15][OH:16].C(OC(C)C)(C)C. (5) Given the product [N:1]1([C:7]2[CH:12]=[CH:11][C:10]([NH:13][C:14]([C:16]3[CH:17]=[C:18]([CH:30]=[CH:31][CH:32]=3)[CH2:19][S:20][CH2:21][CH2:22][C:23]([OH:25])=[O:24])=[O:15])=[C:9]([C:33]3[CH:38]=[C:37]([NH:39][CH:40]([C:42]4[CH:47]=[CH:46][CH:45]=[C:44]([C:48]([F:51])([F:50])[F:49])[CH:43]=4)[CH3:41])[N:36]=[CH:35][N:34]=3)[CH:8]=2)[CH2:6][CH2:5][CH2:4][CH2:3][CH2:2]1, predict the reactants needed to synthesize it. The reactants are: [N:1]1([C:7]2[CH:12]=[CH:11][C:10]([NH:13][C:14]([C:16]3[CH:17]=[C:18]([CH:30]=[CH:31][CH:32]=3)[CH2:19][S:20][CH2:21][CH2:22][C:23]([O:25]C(C)(C)C)=[O:24])=[O:15])=[C:9]([C:33]3[CH:38]=[C:37]([NH:39][CH:40]([C:42]4[CH:47]=[CH:46][CH:45]=[C:44]([C:48]([F:51])([F:50])[F:49])[CH:43]=4)[CH3:41])[N:36]=[CH:35][N:34]=3)[CH:8]=2)[CH2:6][CH2:5][CH2:4][CH2:3][CH2:2]1.FC(F)(F)C(O)=O. (6) Given the product [CH2:12]([N:19]1[CH2:24][CH2:23][NH:22][CH:21]([CH2:26][C:27]2[CH:28]=[CH:29][C:30]([O:33][CH3:34])=[CH:31][CH:32]=2)[CH2:20]1)[C:13]1[CH:14]=[CH:15][CH:16]=[CH:17][CH:18]=1, predict the reactants needed to synthesize it. The reactants are: C1COCC1.[H-].[Al+3].[Li+].[H-].[H-].[H-].[CH2:12]([N:19]1[CH2:24][C:23](=O)[NH:22][CH:21]([CH2:26][C:27]2[CH:32]=[CH:31][C:30]([O:33][CH3:34])=[CH:29][CH:28]=2)[C:20]1=O)[C:13]1[CH:18]=[CH:17][CH:16]=[CH:15][CH:14]=1.[OH-].[Na+].